Predict the reactants needed to synthesize the given product. From a dataset of Retrosynthesis with 50K atom-mapped reactions and 10 reaction types from USPTO. The reactants are: O=[N+]([O-])c1ccc(Br)cc1.OB(O)c1ccc(C(F)(F)F)cc1. Given the product O=[N+]([O-])c1ccc(-c2ccc(C(F)(F)F)cc2)cc1, predict the reactants needed to synthesize it.